This data is from Full USPTO retrosynthesis dataset with 1.9M reactions from patents (1976-2016). The task is: Predict the reactants needed to synthesize the given product. Given the product [CH2:1]([O:38][C:27]1[CH:28]=[C:29]([CH2:32][CH2:33][C:34]([O:36][CH3:37])=[O:35])[CH:30]=[CH:31][C:26]=1[C:22]1[CH:23]=[CH:24][CH:25]=[C:20]([N:18]([CH3:19])[C:17]([NH:16][CH2:9][CH2:10][CH2:11][CH2:12][CH2:13][CH2:14][CH3:15])=[O:39])[CH:21]=1)[C:2]1[CH:7]=[CH:6][CH:5]=[CH:4][CH:3]=1, predict the reactants needed to synthesize it. The reactants are: [CH2:1](Br)[C:2]1[CH:7]=[CH:6][CH:5]=[CH:4][CH:3]=1.[CH2:9]([NH:16][C:17](=[O:39])[N:18]([C:20]1[CH:21]=[C:22]([C:26]2[CH:31]=[CH:30][C:29]([CH2:32][CH2:33][C:34]([O:36][CH3:37])=[O:35])=[CH:28][C:27]=2[OH:38])[CH:23]=[CH:24][CH:25]=1)[CH3:19])[CH2:10][CH2:11][CH2:12][CH2:13][CH2:14][CH3:15].C(=O)([O-])[O-].[K+].[K+].